This data is from Forward reaction prediction with 1.9M reactions from USPTO patents (1976-2016). The task is: Predict the product of the given reaction. (1) Given the reactants [C:1]([OH:9])(=[O:8])[CH2:2][CH2:3][CH2:4][CH2:5][C:6]#[CH:7].C([O-])([O-])=O.[Cs+].[Cs+].[CH2:16](Br)[C:17]1[CH:22]=[CH:21][CH:20]=[CH:19][CH:18]=1, predict the reaction product. The product is: [C:1]([O:9][CH2:16][C:17]1[CH:22]=[CH:21][CH:20]=[CH:19][CH:18]=1)(=[O:8])[CH2:2][CH2:3][CH2:4][CH2:5][C:6]#[CH:7]. (2) The product is: [Cl:14][C:11]1[CH:12]=[CH:13][C:8]([CH2:7][C:6]([OH:27])=[O:5])=[CH:9][C:10]=1[O:15][C:16]1[CH:21]=[CH:20][C:19]([S:22]([CH3:25])(=[O:23])=[O:24])=[CH:18][C:17]=1[Cl:26]. Given the reactants [OH-].[Na+].C([O:5][C:6](=[O:27])[CH2:7][C:8]1[CH:13]=[CH:12][C:11]([Cl:14])=[C:10]([O:15][C:16]2[CH:21]=[CH:20][C:19]([S:22]([CH3:25])(=[O:24])=[O:23])=[CH:18][C:17]=2[Cl:26])[CH:9]=1)C, predict the reaction product. (3) Given the reactants [Cl:1][C:2]1[CH:7]=[C:6]([NH:8][CH:9]([CH3:11])[CH3:10])[CH:5]=[CH:4][C:3]=1[C:12](=O)[CH2:13][C:14]([C:16]1[C:17]([OH:37])=[C:18]([CH:26]2[CH2:30][CH2:29][N:28]([CH3:31])[CH:27]2[CH2:32][O:33]C(=O)C)[C:19]([O:24][CH3:25])=[CH:20][C:21]=1[O:22][CH3:23])=[O:15].C([O-])(O)=O.[Na+], predict the reaction product. The product is: [Cl:1][C:2]1[CH:7]=[C:6]([NH:8][CH:9]([CH3:11])[CH3:10])[CH:5]=[CH:4][C:3]=1[C:12]1[O:37][C:17]2[C:16]([C:14](=[O:15])[CH:13]=1)=[C:21]([O:22][CH3:23])[CH:20]=[C:19]([O:24][CH3:25])[C:18]=2[C@@H:26]1[CH2:30][CH2:29][N:28]([CH3:31])[C@H:27]1[CH2:32][OH:33]. (4) Given the reactants [CH3:1][C:2]([CH3:13])([CH3:12])[C:3](O[C:1](=O)[C:2]([CH3:13])([CH3:12])[CH3:3])=O.[OH:14][C:15]1[CH:20]=[C:19]([OH:21])[CH:18]=[CH:17][C:16]=1[C:22](=O)[CH2:23][C:24]1[CH:29]=[CH:28][C:27]([OH:30])=[CH:26][CH:25]=1.C(C1C(C2C=CC=CC=2)=CC2C(=CC=CC=2)O1)(C)(C)C, predict the reaction product. The product is: [OH:30][C:27]1[CH:28]=[CH:29][C:24]([C:23]2[CH:1]([C:2]([CH3:13])([CH3:12])[CH3:3])[O:14][C:15]3[C:16]([CH:22]=2)=[CH:17][CH:18]=[C:19]([OH:21])[CH:20]=3)=[CH:25][CH:26]=1. (5) Given the reactants [F:1][C:2]1[CH:7]=[CH:6][CH:5]=[CH:4][C:3]=1[C:8]1[C:13]([C:14]([O:16]CC)=O)=[CH:12][N:11]=[C:10]([S:19][CH3:20])[N:9]=1.[OH-].[Na+].C(Cl)(=O)C(Cl)=O.COC1C=C(C=CC=1)C[NH:35][CH:36]([CH3:38])[CH3:37].C(N(C(C)C)CC)(C)C, predict the reaction product. The product is: [F:1][C:2]1[CH:7]=[CH:6][CH:5]=[CH:4][C:3]=1[C:8]1[C:13]([C:14]([NH:35][CH:36]([CH3:38])[CH3:37])=[O:16])=[CH:12][N:11]=[C:10]([S:19][CH3:20])[N:9]=1.